From a dataset of Human Reference Interactome with 51,813 positive PPI pairs across 8,248 proteins, plus equal number of experimentally-validated negative pairs. Binary Classification. Given two protein amino acid sequences, predict whether they physically interact or not. Protein 1 (ENSG00000261796) has sequence MARNAEKAMTALARFRQAQLEEGKVKERRPFLASECTELPKAEKWRRQIIGEISKKVAQIQNAGLGEFRIRDLNDEINKLLREKGHWEVRIKELGGPDYGKVGPKMLDHEGKEVPGNRGYKYFGAAKDLPGVRELFEKEPLPPPRKTRAELMKAIDFEYYGYLDEDDGVIVPLEQEYEKKLRAELVEKWKAEREARLARGEKEEEEEEEEEINIYAVTEEESDEEGSQEKGGDDSQQKFIAHVPVPSQQEIEEALVRRKKMELLQKYASETLQAQSEEARRLLGCRSGTRPARSGSAPSP.... Protein 2 (ENSG00000181481) has sequence MAGLGLGSAVPVWLAEDDLGCIICQGLLDWPATLPCGHSFCRHCLEALWGARDARRWACPTCRQGAAQQPHLRKNTLLQDLADKYRRAAREIQAGSDPAHCPCPGSSSLSSAAARPRRRPELQRVAVEKSITEVAQELTELVEHLVDIVRSLQNQRPLSESGPDNELSILGKENSWKPRLPPHAHCLTRATLHSGELLGLLSGPSIQPLT*MAGLGLGSAVPVWLAEDDLGCIICQGLLDWPATLPCGHSFCRHCLEALWGARDARRWACPTCRQGAAQQPHLRKNTLLQDLADKYRRAA.... Result: 0 (the proteins do not interact).